Dataset: NCI-60 drug combinations with 297,098 pairs across 59 cell lines. Task: Regression. Given two drug SMILES strings and cell line genomic features, predict the synergy score measuring deviation from expected non-interaction effect. (1) Drug 1: CC12CCC(CC1=CCC3C2CCC4(C3CC=C4C5=CN=CC=C5)C)O. Drug 2: C1=CN(C(=O)N=C1N)C2C(C(C(O2)CO)O)O.Cl. Cell line: HCT116. Synergy scores: CSS=50.5, Synergy_ZIP=-0.261, Synergy_Bliss=-0.890, Synergy_Loewe=-29.2, Synergy_HSA=0.549. (2) Drug 1: COC1=C(C=C2C(=C1)N=CN=C2NC3=CC(=C(C=C3)F)Cl)OCCCN4CCOCC4. Drug 2: CCC1(CC2CC(C3=C(CCN(C2)C1)C4=CC=CC=C4N3)(C5=C(C=C6C(=C5)C78CCN9C7C(C=CC9)(C(C(C8N6C)(C(=O)OC)O)OC(=O)C)CC)OC)C(=O)OC)O.OS(=O)(=O)O. Cell line: SF-539. Synergy scores: CSS=48.0, Synergy_ZIP=-2.83, Synergy_Bliss=-2.76, Synergy_Loewe=-8.36, Synergy_HSA=0.371. (3) Drug 1: CC12CCC3C(C1CCC2=O)CC(=C)C4=CC(=O)C=CC34C. Drug 2: CN1C(=O)N2C=NC(=C2N=N1)C(=O)N. Cell line: SR. Synergy scores: CSS=59.8, Synergy_ZIP=-0.575, Synergy_Bliss=-4.83, Synergy_Loewe=-11.5, Synergy_HSA=-3.73. (4) Drug 1: CC1=C(C=C(C=C1)NC2=NC=CC(=N2)N(C)C3=CC4=NN(C(=C4C=C3)C)C)S(=O)(=O)N.Cl. Drug 2: C1=C(C(=O)NC(=O)N1)N(CCCl)CCCl. Cell line: OVCAR3. Synergy scores: CSS=13.8, Synergy_ZIP=-7.89, Synergy_Bliss=1.54, Synergy_Loewe=-7.58, Synergy_HSA=1.00. (5) Drug 1: CC(C1=C(C=CC(=C1Cl)F)Cl)OC2=C(N=CC(=C2)C3=CN(N=C3)C4CCNCC4)N. Drug 2: CN1C(=O)N2C=NC(=C2N=N1)C(=O)N. Cell line: TK-10. Synergy scores: CSS=-7.96, Synergy_ZIP=1.58, Synergy_Bliss=-4.18, Synergy_Loewe=-9.65, Synergy_HSA=-7.78. (6) Drug 1: CCN(CC)CCNC(=O)C1=C(NC(=C1C)C=C2C3=C(C=CC(=C3)F)NC2=O)C. Drug 2: C(CCl)NC(=O)N(CCCl)N=O. Cell line: A549. Synergy scores: CSS=0.438, Synergy_ZIP=-0.264, Synergy_Bliss=1.49, Synergy_Loewe=-1.18, Synergy_HSA=-0.521. (7) Drug 1: CN1CCC(CC1)COC2=C(C=C3C(=C2)N=CN=C3NC4=C(C=C(C=C4)Br)F)OC. Drug 2: CC1C(C(CC(O1)OC2CC(CC3=C2C(=C4C(=C3O)C(=O)C5=CC=CC=C5C4=O)O)(C(=O)C)O)N)O. Cell line: SN12C. Synergy scores: CSS=43.7, Synergy_ZIP=-1.87, Synergy_Bliss=1.16, Synergy_Loewe=1.95, Synergy_HSA=3.93.